This data is from Catalyst prediction with 721,799 reactions and 888 catalyst types from USPTO. The task is: Predict which catalyst facilitates the given reaction. (1) Product: [Cl:1][C:2]1[N:7]=[C:6]([C:8]2[S:12][CH:11]=[N:10][C:9]=2[C:13]2[CH:14]=[C:15]([NH:19][C:23](=[O:24])[C:22]3[C:21]([F:20])=[CH:29][CH:28]=[CH:27][C:26]=3[F:30])[CH:16]=[CH:17][CH:18]=2)[CH:5]=[CH:4][N:3]=1. The catalyst class is: 1. Reactant: [Cl:1][C:2]1[N:7]=[C:6]([C:8]2[S:12][CH:11]=[N:10][C:9]=2[C:13]2[CH:14]=[C:15]([NH2:19])[CH:16]=[CH:17][CH:18]=2)[CH:5]=[CH:4][N:3]=1.[F:20][C:21]1[CH:29]=[CH:28][CH:27]=[C:26]([F:30])[C:22]=1[C:23](Cl)=[O:24]. (2) Reactant: [C:1]([O:4][CH2:5][C@@H:6]1[C@@H:11]([O:12][C:13](=[O:15])[CH3:14])[C@H:10]([O:16][C:17](=[O:19])[CH3:18])[C@H:9]([O:20][C:21](=[O:23])[CH3:22])[C@@H:8]([CH2:24][C:25]2[CH:30]=[CH:29][C:28](I)=[CH:27][CH:26]=2)[O:7]1)(=[O:3])[CH3:2].[C:32]([O:35][CH2:36][C@@H:37]1[C@@H:42]([O:43][C:44](=[O:46])[CH3:45])[C@H:41]([O:47][C:48](=[O:50])[CH3:49])[C@H:40]([O:51][C:52](=[O:54])[CH3:53])[C@@H:39]([CH2:55][C:56]2[CH:61]=[CH:60][C:59](B3OC(C)(C)C(C)(C)O3)=[CH:58][CH:57]=2)[O:38]1)(=[O:34])[CH3:33].[O-]P([O-])([O-])=O.[K+].[K+].[K+].C(Cl)Cl. Product: [C:1]([O:4][CH2:5][C@@H:6]1[C@@H:11]([O:12][C:13](=[O:15])[CH3:14])[C@H:10]([O:16][C:17](=[O:19])[CH3:18])[C@H:9]([O:20][C:21](=[O:23])[CH3:22])[C@@H:8]([CH2:24][C:25]2[CH:30]=[CH:29][C:28]([C:59]3[CH:60]=[CH:61][C:56]([CH2:55][C@@H:39]4[C@@H:40]([O:51][C:52](=[O:54])[CH3:53])[C@@H:41]([O:47][C:48](=[O:50])[CH3:49])[C@H:42]([O:43][C:44](=[O:46])[CH3:45])[C@@H:37]([CH2:36][O:35][C:32](=[O:34])[CH3:33])[O:38]4)=[CH:57][CH:58]=3)=[CH:27][CH:26]=2)[O:7]1)(=[O:3])[CH3:2]. The catalyst class is: 75. (3) Reactant: [CH:1]1([C:7]2[C:8]3[CH:9]=[CH:10][C:11]([C:25]([O:27]C)=[O:26])=[CH:12][C:13]=3[N:14]3[C:20]=2[C:19]2[CH:21]=[CH:22][CH:23]=[CH:24][C:18]=2[NH:17][CH2:16][CH2:15]3)[CH2:6][CH2:5][CH2:4][CH2:3][CH2:2]1. Product: [CH:1]1([C:7]2[C:8]3[CH:9]=[CH:10][C:11]([C:25]([OH:27])=[O:26])=[CH:12][C:13]=3[N:14]3[C:20]=2[C:19]2[CH:21]=[CH:22][CH:23]=[CH:24][C:18]=2[NH:17][CH2:16][CH2:15]3)[CH2:2][CH2:3][CH2:4][CH2:5][CH2:6]1. The catalyst class is: 702. (4) Reactant: [NH2:1][C:2]1[N:7]=[C:6]([NH:8][C:9]2[CH:23]=[CH:22][C:12]([O:13][C:14]3[CH:19]=[CH:18][N:17]=[C:16]([C:20]#[N:21])[CH:15]=3)=[CH:11][CH:10]=2)[CH:5]=[C:4](Cl)[N:3]=1.[F:25][C:26]1[CH:31]=[CH:30][C:29](/[CH:32]=[CH:33]/B(O)O)=[CH:28][CH:27]=1.C([O-])([O-])=O.[K+].[K+]. Product: [NH2:1][C:2]1[N:7]=[C:6]([NH:8][C:9]2[CH:23]=[CH:22][C:12]([O:13][C:14]3[CH:19]=[CH:18][N:17]=[C:16]([C:20]#[N:21])[CH:15]=3)=[CH:11][CH:10]=2)[CH:5]=[C:4](/[CH:33]=[CH:32]/[C:29]2[CH:30]=[CH:31][C:26]([F:25])=[CH:27][CH:28]=2)[N:3]=1. The catalyst class is: 80. (5) Reactant: [Cl:1][C:2]1[CH:7]=[C:6]([OH:8])[CH:5]=[CH:4][C:3]=1[CH:9]([CH3:27])[C:10]([C:16]1[CH:17]=[CH:18][C:19]2[O:23][C:22](=[O:24])[N:21]([CH3:25])[C:20]=2[CH:26]=1)([OH:15])[C:11]([F:14])([F:13])[F:12].[CH3:28][O:29][C:30](=[O:38])[C:31]1[CH:36]=[CH:35][C:34](Cl)=[N:33][CH:32]=1.C(N(CC)CC)C.N12CCN(CC1)CC2. Product: [CH3:28][O:29][C:30](=[O:38])[C:31]1[CH:36]=[CH:35][C:34]([O:8][C:6]2[CH:5]=[CH:4][C:3]([CH:9]([CH3:27])[C:10]([OH:15])([C:16]3[CH:17]=[CH:18][C:19]4[O:23][C:22](=[O:24])[N:21]([CH3:25])[C:20]=4[CH:26]=3)[C:11]([F:12])([F:13])[F:14])=[C:2]([Cl:1])[CH:7]=2)=[N:33][CH:32]=1. The catalyst class is: 18. (6) Reactant: [O:1]1[C:5]2[CH:6]=[CH:7][CH:8]=[CH:9][C:4]=2[CH:3]=[C:2]1[C:10]1[CH:11]=[C:12]2[C:17](=[CH:18][CH:19]=1)[N:16]=[C:15]([C:20]([F:23])([F:22])[F:21])[CH:14]=[C:13]2[O:24][CH3:25].CC([O-])=O.[K+].[Br:31]Br. Product: [Br:31][C:3]1[C:4]2[CH:9]=[CH:8][CH:7]=[CH:6][C:5]=2[O:1][C:2]=1[C:10]1[CH:11]=[C:12]2[C:17](=[CH:18][CH:19]=1)[N:16]=[C:15]([C:20]([F:22])([F:21])[F:23])[CH:14]=[C:13]2[O:24][CH3:25]. The catalyst class is: 313. (7) Reactant: [C:1]([O:5][C:6]([N:8]1[CH2:12][CH2:11][C@H:10]([C@@H:13]2[CH2:15][O:14]2)[CH2:9]1)=[O:7])([CH3:4])([CH3:3])[CH3:2].[O-][CH2:17][CH3:18].[Na+].CC[OH:22]. Product: [C:1]([O:5][C:6]([N:8]1[CH2:12][CH2:11][C@H:10]([C@@H:13]([OH:22])[CH2:15][O:14][CH2:17][CH3:18])[CH2:9]1)=[O:7])([CH3:2])([CH3:3])[CH3:4]. The catalyst class is: 2. (8) Reactant: B(Br)(Br)Br.[Br:5][C:6]1[C:15]([O:16]C)=[CH:14][CH:13]=[C:12]2[C:7]=1[CH:8]=[CH:9][C:10]([CH2:18][N:19]([CH3:36])[C:20]([C:22]1[C:30]3[C:25](=[CH:26][CH:27]=[CH:28][CH:29]=3)[N:24]([CH3:31])[C:23]=1[CH2:32][CH2:33][CH2:34][CH3:35])=[O:21])=[CH:11]2.C(=O)=O.CC(C)=O.O. The catalyst class is: 2. Product: [Br:5][C:6]1[C:15]([OH:16])=[CH:14][CH:13]=[C:12]2[C:7]=1[CH:8]=[CH:9][C:10]([CH2:18][N:19]([CH3:36])[C:20]([C:22]1[C:30]3[C:25](=[CH:26][CH:27]=[CH:28][CH:29]=3)[N:24]([CH3:31])[C:23]=1[CH2:32][CH2:33][CH2:34][CH3:35])=[O:21])=[CH:11]2. (9) Reactant: [CH3:1][C:2]1[N:7]=[C:6]([C:8]([N:10]2[C@H:16]([CH2:17][OH:18])[CH2:15][C@@H:14]3[C@@H:12]([CH2:13]3)[CH2:11]2)=[O:9])[C:5]([O:19][CH2:20][CH2:21][CH3:22])=[CH:4][CH:3]=1.[H-].[Na+].[Cl:25][C:26]1[CH:31]=[CH:30][C:29]([C:32]([F:35])([F:34])[F:33])=[CH:28][N:27]=1. Product: [ClH:25].[CH3:1][C:2]1[N:7]=[C:6]([C:8]([N:10]2[C@H:16]([CH2:17][O:18][C:26]3[CH:31]=[CH:30][C:29]([C:32]([F:35])([F:34])[F:33])=[CH:28][N:27]=3)[CH2:15][C@@H:14]3[C@@H:12]([CH2:13]3)[CH2:11]2)=[O:9])[C:5]([O:19][CH2:20][CH2:21][CH3:22])=[CH:4][CH:3]=1.[CH3:1][C:2]1[N:7]=[C:6]([C:8]([N:10]2[C@H:16]([CH2:17][O:18][C:26]3[CH:31]=[CH:30][C:29]([C:32]([F:35])([F:34])[F:33])=[CH:28][N:27]=3)[CH2:15][C@@H:14]3[C@@H:12]([CH2:13]3)[CH2:11]2)=[O:9])[C:5]([O:19][CH2:20][CH2:21][CH3:22])=[CH:4][CH:3]=1. The catalyst class is: 1.